This data is from Reaction yield outcomes from USPTO patents with 853,638 reactions. The task is: Predict the reaction yield, written as a fraction of the theoretical maximum amount of product (1.0 means a 100% yield; for example, 0.34 means a 34% yield). (1) The reactants are [C:1]([O:5][C:6]([N:8]([CH2:12][CH:13]1[CH2:18][CH2:17][N:16]([C:19](=[O:32])[CH2:20][CH2:21][C:22]2[CH:30]=[CH:29][C:25]([C:26](O)=[O:27])=[CH:24][C:23]=2[CH3:31])[CH2:15][CH2:14]1)[CH:9]1[CH2:11][CH2:10]1)=[O:7])([CH3:4])([CH3:3])[CH3:2].C(N(CC)CC)C.[CH3:40][N:41]1[C:50]2[NH:49][C:48]3[CH:51]=[CH:52][CH:53]=[CH:54][C:47]=3[NH:46][CH2:45][C:44]=2[CH:43]=[N:42]1. The catalyst is CN(C1C=CN=CC=1)C.ClCCl. The product is [C:1]([O:5][C:6](=[O:7])[N:8]([CH:9]1[CH2:11][CH2:10]1)[CH2:12][CH:13]1[CH2:14][CH2:15][N:16]([C:19](=[O:32])[CH2:20][CH2:21][C:22]2[CH:30]=[CH:29][C:25]([C:26]([N:46]3[CH2:45][C:44]4[CH:43]=[N:42][N:41]([CH3:40])[C:50]=4[NH:49][C:48]4[CH:51]=[CH:52][CH:53]=[CH:54][C:47]3=4)=[O:27])=[CH:24][C:23]=2[CH3:31])[CH2:17][CH2:18]1)([CH3:4])([CH3:3])[CH3:2]. The yield is 0.620. (2) The reactants are [CH3:1][O:2][C:3]1[CH:4]=[C:5]([CH:29]=[CH:30][C:31]=1[O:32]CC1C=NC(OC)=CC=1)[CH2:6][N:7]1[C:11]2[CH:12]=[CH:13][C:14]([C:16]3[CH2:21][CH2:20][N:19]([C:22]([O:24][C:25]([CH3:28])([CH3:27])[CH3:26])=[O:23])[CH2:18][CH:17]=3)=[CH:15][C:10]=2[N:9]=[CH:8]1.C([O-])=O.[NH4+]. The catalyst is CO.[Pd]. The product is [OH:32][C:31]1[CH:30]=[CH:29][C:5]([CH2:6][N:7]2[C:11]3[CH:12]=[CH:13][C:14]([CH:16]4[CH2:21][CH2:20][N:19]([C:22]([O:24][C:25]([CH3:27])([CH3:28])[CH3:26])=[O:23])[CH2:18][CH2:17]4)=[CH:15][C:10]=3[N:9]=[CH:8]2)=[CH:4][C:3]=1[O:2][CH3:1]. The yield is 0.960.